From a dataset of Reaction yield outcomes from USPTO patents with 853,638 reactions. Predict the reaction yield, written as a fraction of the theoretical maximum amount of product (1.0 means a 100% yield; for example, 0.34 means a 34% yield). (1) The yield is 0.900. The reactants are [Br:1][C:2]1[CH:7]=[C:6]([NH2:8])[C:5]([NH2:9])=[C:4]([N+:10]([O-:12])=[O:11])[CH:3]=1.[CH3:13][C:14](=O)CC(=O)C. The product is [Br:1][C:2]1[CH:3]=[C:4]([N+:10]([O-:12])=[O:11])[C:5]2[N:9]=[C:13]([CH3:14])[NH:8][C:6]=2[CH:7]=1. The catalyst is CCO.Cl. (2) The yield is 0.400. The catalyst is ClC1C=CC=CC=1Cl.Cl[Cu]. The product is [Cl:27][C:25]1[CH:26]=[C:21]([CH:16]([C:17]([F:20])([F:18])[F:19])/[CH:14]=[CH:13]/[C:11]2[CH:10]=[CH:9][C:3]([C:4]([O:6][CH2:7][CH3:8])=[O:5])=[C:2]([CH3:1])[CH:12]=2)[CH:22]=[C:23]([Cl:28])[CH:24]=1. The reactants are [CH3:1][C:2]1[CH:12]=[C:11]([CH:13]=[CH2:14])[CH:10]=[CH:9][C:3]=1[C:4]([O:6][CH2:7][CH3:8])=[O:5].Br[CH:16]([C:21]1[CH:26]=[C:25]([Cl:27])[CH:24]=[C:23]([Cl:28])[CH:22]=1)[C:17]([F:20])([F:19])[F:18].N1C=CC=CC=1C1C=CC=CN=1. (3) The reactants are Br[CH:2]1[CH2:8][CH2:7][CH2:6][C:5]2[CH:9]=[C:10]([N:13]3[CH2:17][C@H:16]([CH2:18][NH:19][C:20](=[O:22])[CH3:21])[O:15][C:14]3=[O:23])[CH:11]=[CH:12][C:4]=2[C:3]1=O.[C:25]([NH2:28])(=[NH:27])[CH3:26]. The catalyst is C(Cl)(Cl)Cl.CN(C)C=O. The product is [CH3:26][C:25]1[NH:27][C:2]2[CH2:8][CH2:7][CH2:6][C:5]3[CH:9]=[C:10]([N:13]4[CH2:17][C@H:16]([CH2:18][NH:19][C:20](=[O:22])[CH3:21])[O:15][C:14]4=[O:23])[CH:11]=[CH:12][C:4]=3[C:3]=2[N:28]=1. The yield is 0.200.